This data is from Full USPTO retrosynthesis dataset with 1.9M reactions from patents (1976-2016). The task is: Predict the reactants needed to synthesize the given product. Given the product [CH3:1][O:2][C:3]([C:5]1[S:6][CH:7]=[C:8]2[C:13]3=[CH:14][NH:15][N:16]=[C:12]3[C:11]([NH:32][C:31]3[CH:33]=[CH:34][C:35]([O:36][CH3:37])=[C:29]([O:28][CH3:27])[CH:30]=3)=[N:10][C:9]=12)=[O:4], predict the reactants needed to synthesize it. The reactants are: [CH3:1][O:2][C:3]([C:5]1[S:6][CH:7]=[C:8]2[C:13]3=[CH:14][N:15](CC4C=CC(OC)=CC=4)[N:16]=[C:12]3[C:11](Cl)=[N:10][C:9]=12)=[O:4].[CH3:27][O:28][C:29]1[CH:30]=[C:31]([CH:33]=[CH:34][C:35]=1[O:36][CH3:37])[NH2:32].Cl.